Predict the reaction yield, written as a fraction of the theoretical maximum amount of product (1.0 means a 100% yield; for example, 0.34 means a 34% yield). From a dataset of Reaction yield outcomes from USPTO patents with 853,638 reactions. (1) The reactants are [OH:1][C@:2]1([C:14]2[S:15][C:16]([C:19]3[CH:24]=[C:23]([N+:25]([O-:27])=[O:26])[CH:22]=[C:21]([CH2:28][OH:29])[CH:20]=3)=[CH:17][N:18]=2)[CH2:7][CH2:6][C@H:5]([C:8]([O:10][CH3:11])=[O:9])[C:4]([CH3:13])([CH3:12])[CH2:3]1.[C:30](Cl)(=[O:32])[CH3:31].C(N(CC)CC)C. The catalyst is ClCCl. The product is [C:30]([O:29][CH2:28][C:21]1[CH:20]=[C:19]([C:16]2[S:15][C:14]([C@@:2]3([OH:1])[CH2:7][CH2:6][C@H:5]([C:8]([O:10][CH3:11])=[O:9])[C:4]([CH3:13])([CH3:12])[CH2:3]3)=[N:18][CH:17]=2)[CH:24]=[C:23]([N+:25]([O-:27])=[O:26])[CH:22]=1)(=[O:32])[CH3:31]. The yield is 0.860. (2) The reactants are [S:1]1[CH:5]=[CH:4][C:3]([C:6]2[CH:7]=[CH:8][CH:9]=[C:10]3[C:15]=2[N:14]=[CH:13][N:12]=[C:11]3O)=[CH:2]1.P(Cl)(Cl)([Cl:19])=O. The catalyst is CN(C)C=O. The product is [Cl:19][C:11]1[C:10]2[C:15](=[C:6]([C:3]3[CH:4]=[CH:5][S:1][CH:2]=3)[CH:7]=[CH:8][CH:9]=2)[N:14]=[CH:13][N:12]=1. The yield is 0.617.